From a dataset of Forward reaction prediction with 1.9M reactions from USPTO patents (1976-2016). Predict the product of the given reaction. Given the reactants [Br:1][C:2]1[CH:3]=[C:4]2[C:11]3([C:15](=[O:16])[NH:14][C:13](=[S:17])[NH:12]3)[CH2:10][CH:9]([C:18]3[CH:23]=[CH:22][CH:21]=[CH:20][CH:19]=3)[O:8][C:5]2=[CH:6][CH:7]=1.[C:24]([O-])([O-])=O.[K+].[K+].[CH2:30](Br)[CH2:31][CH3:32].[CH3:34][C:35]#N, predict the reaction product. The product is: [Br:1][C:2]1[CH:3]=[C:4]2[C:11]3([C:15](=[O:16])[N:14]([CH2:30][CH2:31][CH3:32])[C:13]([S:17][CH2:24][CH2:35][CH3:34])=[N:12]3)[CH2:10][CH:9]([C:18]3[CH:19]=[CH:20][CH:21]=[CH:22][CH:23]=3)[O:8][C:5]2=[CH:6][CH:7]=1.